Dataset: Reaction yield outcomes from USPTO patents with 853,638 reactions. Task: Predict the reaction yield, written as a fraction of the theoretical maximum amount of product (1.0 means a 100% yield; for example, 0.34 means a 34% yield). (1) The reactants are [F:1][C:2]1[CH:3]=[C:4]([O:16][CH2:17][C:18]2[CH:23]=[CH:22][CH:21]=[CH:20][CH:19]=2)[C:5]([O:14][CH3:15])=[C:6]([CH:8]([C:11](=O)[CH3:12])[C:9]#[N:10])[CH:7]=1.Cl.[C:25]([NH:29][NH2:30])([CH3:28])([CH3:27])[CH3:26]. The catalyst is C(O)C. The product is [CH3:26][C:25]([N:29]1[C:9]([NH2:10])=[C:8]([C:6]2[CH:7]=[C:2]([F:1])[CH:3]=[C:4]([O:16][CH2:17][C:18]3[CH:19]=[CH:20][CH:21]=[CH:22][CH:23]=3)[C:5]=2[O:14][CH3:15])[C:11]([CH3:12])=[N:30]1)([CH3:28])[CH3:27]. The yield is 0.980. (2) The product is [O:1]1[CH2:5][CH2:4][CH2:3][CH:2]1[C:6]([O:8][CH2:15][CH3:16])=[O:7]. The reactants are [O:1]1[CH2:5][CH2:4][CH2:3][CH:2]1[C:6]([OH:8])=[O:7].S(=O)(=O)(O)O.O.[CH2:15](O)[CH3:16]. No catalyst specified. The yield is 0.910. (3) The reactants are [CH:1]1([N:7]2[CH2:11][CH2:10][CH:9]([CH2:12][C:13]3[C:18]([Cl:19])=[CH:17][C:16]([C:20]4[CH:25]=[CH:24][C:23]([C:26]([N:28]5[CH2:33][CH2:32][NH:31][CH2:30][CH2:29]5)=[O:27])=[CH:22][CH:21]=4)=[CH:15][C:14]=3[Cl:34])[C:8]2=[O:35])[CH2:6][CH2:5][CH2:4][CH2:3][CH2:2]1.C(N(CC)C(C)C)(C)C.[F:45][C:46]([F:57])([F:56])[CH2:47]OS(C(F)(F)F)(=O)=O. The catalyst is C1COCC1.C(OCC)(=O)C. The product is [CH:1]1([N:7]2[CH2:11][CH2:10][CH:9]([CH2:12][C:13]3[C:14]([Cl:34])=[CH:15][C:16]([C:20]4[CH:21]=[CH:22][C:23]([C:26]([N:28]5[CH2:29][CH2:30][N:31]([CH2:47][C:46]([F:57])([F:56])[F:45])[CH2:32][CH2:33]5)=[O:27])=[CH:24][CH:25]=4)=[CH:17][C:18]=3[Cl:19])[C:8]2=[O:35])[CH2:6][CH2:5][CH2:4][CH2:3][CH2:2]1. The yield is 0.430. (4) The reactants are [Cl:1][C:2](=[CH2:10])[C:3]([CH3:9])([CH3:8])[C:4]([O:6]C)=[O:5].[OH-].[Na+]. The catalyst is O. The product is [Cl:1][C:2](=[CH2:10])[C:3]([CH3:9])([CH3:8])[C:4]([OH:6])=[O:5]. The yield is 0.700. (5) The yield is 0.870. The product is [O:1]1[C:5]2([CH2:10][CH2:9][CH:8]([C:11]3[N:12]=[CH:13][C:14]([NH2:17])=[CH:15][CH:16]=3)[CH2:7][CH2:6]2)[O:4][CH2:3][CH2:2]1. The reactants are [O:1]1[C:5]2([CH2:10][CH2:9][C:8]([C:11]3[CH:16]=[CH:15][C:14]([N+:17]([O-])=O)=[CH:13][N:12]=3)=[CH:7][CH2:6]2)[O:4][CH2:3][CH2:2]1. The catalyst is [Pd].CO.